Dataset: Forward reaction prediction with 1.9M reactions from USPTO patents (1976-2016). Task: Predict the product of the given reaction. (1) Given the reactants [Cl:1][C:2]1[CH:7]=[C:6]([F:8])[CH:5]=[CH:4][C:3]=1[N:9]1[CH2:14][CH2:13][N:12](C(C2C=CC=C(C(F)(F)F)C=2Cl)=O)[CH2:11][C:10]1=[O:28].[Cl:29][C:30]1[C:31]([F:40])=[C:32]([CH:36]=[CH:37][C:38]=1[F:39])[C:33]([OH:35])=O, predict the reaction product. The product is: [Cl:29][C:30]1[C:31]([F:40])=[C:32]([C:33]([N:12]2[CH2:13][CH2:14][N:9]([C:3]3[CH:4]=[CH:5][C:6]([F:8])=[CH:7][C:2]=3[Cl:1])[C:10](=[O:28])[CH2:11]2)=[O:35])[CH:36]=[CH:37][C:38]=1[F:39]. (2) Given the reactants Cl.[CH:2]1([CH2:5][CH2:6][NH2:7])[CH2:4][CH2:3]1.C(N(C(C)C)CC)(C)C.[N:17]([C:20]1[CH:25]=[CH:24][C:23]([C:26]2[N:27]=[C:28]([CH3:31])[S:29][CH:30]=2)=[CH:22][CH:21]=1)=[C:18]=[O:19].[C:32](Cl)(=[O:37])[CH2:33][C:34](Cl)=[O:35], predict the reaction product. The product is: [CH:2]1([CH2:5][CH2:6][N:7]2[C:34](=[O:35])[CH2:33][C:32](=[O:37])[N:17]([C:20]3[CH:25]=[CH:24][C:23]([C:26]4[N:27]=[C:28]([CH3:31])[S:29][CH:30]=4)=[CH:22][CH:21]=3)[C:18]2=[O:19])[CH2:4][CH2:3]1.